Task: Predict the product of the given reaction.. Dataset: Forward reaction prediction with 1.9M reactions from USPTO patents (1976-2016) (1) The product is: [CH:1]([C:3]1[S:4][C:5]([C:8]([O:10][C:11]([CH3:14])([CH3:13])[CH3:12])=[O:9])=[CH:6][N:7]=1)=[O:2]. Given the reactants [CH:1]([C:3]1[S:4][C:5]([C:8]([OH:10])=[O:9])=[CH:6][N:7]=1)=[O:2].[C:11](OC(O[C:11]([CH3:14])([CH3:13])[CH3:12])N(C)C)([CH3:14])([CH3:13])[CH3:12], predict the reaction product. (2) Given the reactants CON(C)[C:4]([C:6]1[N:7]=[CH:8][N:9]([C:11]2[CH:12]=[C:13]([C:17]3[CH:22]=[CH:21][CH:20]=[CH:19][C:18]=3[O:23][C:24]([F:27])([F:26])[F:25])[CH:14]=[CH:15][CH:16]=2)[CH:10]=1)=[O:5].[S:29]1[CH:33]=[CH:32][N:31]=[CH:30]1, predict the reaction product. The product is: [S:29]1[CH:33]=[CH:32][N:31]=[C:30]1[C:4]([C:6]1[N:7]=[CH:8][N:9]([C:11]2[CH:12]=[C:13]([C:17]3[CH:22]=[CH:21][CH:20]=[CH:19][C:18]=3[O:23][C:24]([F:26])([F:25])[F:27])[CH:14]=[CH:15][CH:16]=2)[CH:10]=1)=[O:5]. (3) Given the reactants [C:1]([CH:5]1[CH2:10][CH2:9][C:8]([C:11]2[C:12]([N+:21]([O-])=O)=[CH:13][C:14]3[S:18][C:17]([CH3:19])=[N:16][C:15]=3[CH:20]=2)=[CH:7][CH2:6]1)([CH3:4])([CH3:3])[CH3:2], predict the reaction product. The product is: [C:1]([CH:5]1[CH2:10][CH2:9][C:8]([C:11]2[C:12]([NH2:21])=[CH:13][C:14]3[S:18][C:17]([CH3:19])=[N:16][C:15]=3[CH:20]=2)=[CH:7][CH2:6]1)([CH3:4])([CH3:2])[CH3:3]. (4) Given the reactants [F:1][C:2]1[C:10]([NH:11][S:12]([CH2:15][CH2:16][CH3:17])(=[O:14])=[O:13])=[CH:9][CH:8]=[C:7]([F:18])[C:3]=1[C:4]([OH:6])=O.C1C=CC2N(O)N=NC=2C=1.O.CCN=C=NCCCN(C)C.[N:41]1([C:46]2[C:54]3[C:49](=[N:50][CH:51]=[C:52]([NH2:55])[CH:53]=3)[NH:48][N:47]=2)[CH:45]=[CH:44][N:43]=[CH:42]1, predict the reaction product. The product is: [N:41]1([C:46]2[C:54]3[C:49](=[N:50][CH:51]=[C:52]([NH:55][C:4](=[O:6])[C:3]4[C:7]([F:18])=[CH:8][CH:9]=[C:10]([NH:11][S:12]([CH2:15][CH2:16][CH3:17])(=[O:14])=[O:13])[C:2]=4[F:1])[CH:53]=3)[NH:48][N:47]=2)[CH:45]=[CH:44][N:43]=[CH:42]1. (5) Given the reactants [NH:1]1[C:9]2[C:4](=[CH:5][C:6]([C:10]3[C:14]4[C:15]([NH2:19])=[N:16][CH:17]=[CH:18][C:13]=4[S:12][CH:11]=3)=[CH:7][CH:8]=2)[CH2:3][CH2:2]1.CN(C(ON1N=NC2C=CC=NC1=2)=[N+](C)C)C.F[P-](F)(F)(F)(F)F.[CH3:44][O:45][C:46]1[CH:51]=[CH:50][CH:49]=[CH:48][C:47]=1[CH2:52][C:53](O)=[O:54].CCN(C(C)C)C(C)C, predict the reaction product. The product is: [CH3:44][O:45][C:46]1[CH:51]=[CH:50][CH:49]=[CH:48][C:47]=1[CH2:52][C:53]([N:1]1[C:9]2[C:4](=[CH:5][C:6]([C:10]3[C:14]4[C:15]([NH2:19])=[N:16][CH:17]=[CH:18][C:13]=4[S:12][CH:11]=3)=[CH:7][CH:8]=2)[CH2:3][CH2:2]1)=[O:54]. (6) Given the reactants [CH2:1]([C@H:5]1[CH2:9][NH:8][C:7](=[O:10])[CH2:6]1)[CH2:2][CH2:3][CH3:4].[H-].[Na+].[CH2:13]([O:20][CH2:21][CH2:22][CH2:23][CH2:24][CH2:25]Br)[C:14]1[CH:19]=[CH:18][CH:17]=[CH:16][CH:15]=1, predict the reaction product. The product is: [CH2:13]([O:20][CH2:21][CH2:22][CH2:23][CH2:24][CH2:25][N:8]1[CH2:9][C@H:5]([CH2:1][CH2:2][CH2:3][CH3:4])[CH2:6][C:7]1=[O:10])[C:14]1[CH:19]=[CH:18][CH:17]=[CH:16][CH:15]=1. (7) Given the reactants [O:1]1[C@H:5]2[O:6][CH2:7][CH2:8][C@H:4]2[C@@H:3]([OH:9])[CH2:2]1.C(OC(C)C)(=O)C.N1C=CC=CC=1.Cl[C:24]([O:26][C:27]1[CH:32]=[CH:31][C:30]([N+:33]([O-:35])=[O:34])=[CH:29][CH:28]=1)=[O:25].O1[C@@H]2OCC[C@@H]2[C@H](O)C1.[N+](C1C=CC(OC(=O)OC2C=CC([N+]([O-])=O)=CC=2)=CC=1)([O-])=O, predict the reaction product. The product is: [C:24](=[O:25])([O:26][C:27]1[CH:28]=[CH:29][C:30]([N+:33]([O-:35])=[O:34])=[CH:31][CH:32]=1)[O:9][C@@H:3]1[C@H:4]2[C@H:5]([O:6][CH2:7][CH2:8]2)[O:1][CH2:2]1.